This data is from NCI-60 drug combinations with 297,098 pairs across 59 cell lines. The task is: Regression. Given two drug SMILES strings and cell line genomic features, predict the synergy score measuring deviation from expected non-interaction effect. (1) Drug 1: CN(C)C1=NC(=NC(=N1)N(C)C)N(C)C. Drug 2: C1=NC2=C(N=C(N=C2N1C3C(C(C(O3)CO)O)O)F)N. Cell line: SN12C. Synergy scores: CSS=7.49, Synergy_ZIP=-5.57, Synergy_Bliss=-2.91, Synergy_Loewe=-27.1, Synergy_HSA=-5.56. (2) Cell line: HT29. Drug 2: C1CN(P(=O)(OC1)NCCCl)CCCl. Drug 1: CC1=C(C(CCC1)(C)C)C=CC(=CC=CC(=CC(=O)O)C)C. Synergy scores: CSS=8.16, Synergy_ZIP=-0.0814, Synergy_Bliss=8.36, Synergy_Loewe=0.406, Synergy_HSA=4.08.